This data is from Full USPTO retrosynthesis dataset with 1.9M reactions from patents (1976-2016). The task is: Predict the reactants needed to synthesize the given product. Given the product [Br:33][CH2:34][CH2:35][CH2:36][CH2:37][CH2:38][CH2:39][CH2:40][C:41]([NH:1][CH2:2][C:3]1[C:4]([NH:16][CH:17]2[CH2:22][CH2:21][N:20]([C:23]([NH2:25])=[O:24])[CH2:19][CH2:18]2)=[C:5]2[CH:13]=[N:12][N:11]([CH2:14][CH3:15])[C:6]2=[N:7][C:8]=1[CH2:9][CH3:10])=[O:42], predict the reactants needed to synthesize it. The reactants are: [NH2:1][CH2:2][C:3]1[C:4]([NH:16][CH:17]2[CH2:22][CH2:21][N:20]([C:23]([NH2:25])=[O:24])[CH2:19][CH2:18]2)=[C:5]2[CH:13]=[N:12][N:11]([CH2:14][CH3:15])[C:6]2=[N:7][C:8]=1[CH2:9][CH3:10].C(N(CC)CC)C.[Br:33][CH2:34][CH2:35][CH2:36][CH2:37][CH2:38][CH2:39][CH2:40][C:41](Cl)=[O:42].O.